From a dataset of Experimentally validated miRNA-target interactions with 360,000+ pairs, plus equal number of negative samples. Binary Classification. Given a miRNA mature sequence and a target amino acid sequence, predict their likelihood of interaction. (1) The miRNA is hsa-miR-486-3p with sequence CGGGGCAGCUCAGUACAGGAU. The protein sequence of the target gene is MGIQTSPVLLASLGVGLVTLLGLAVGSYLVRRSRRPQVTLLDPNEKYLLRLLDKTTVSHNTKRFRFALPTAHHTLGLPVGKHIYLSTRIDGSLVIRPYTPVTSDEDQGYVDLVIKVYLKGVHPKFPEGGKMSQYLDSLKVGDVVEFRGPSGLLTYTGKGHFNIQPNKKSPPEPRVAKKLGMIAGGTGITPMLQLIRAILKVPEDPTQCFLLFANQTEKDIILREDLEELQARYPNRFKLWFTLDHPPKDWAYSKGFVTADMIREHLPAPGDDVLVLLCGPPPMVQLACHPNLDKLGYSQK.... Result: 0 (no interaction). (2) The miRNA is mmu-miR-744-5p with sequence UGCGGGGCUAGGGCUAACAGCA. Result: 0 (no interaction). The protein sequence of the target gene is MRKGLRATAARCGLGLGYLLQMLVLPALALLSASGTGSAAQDDEFFHELPETFPSDPPEPLPHFLIEPEEAYIVKNKPVNLYCKASPATQIYFKCNSEWVHQKDHVVDERVDETSGLIVREVSIEISRQQVEELFGPEDYWCQCVAWSSAGTTKSRKAYVRIAYLRKTFEQEPLGKEVSLEQEVLLQCRPPEGIPVAEVEWLKNEDIIDPAEDRNFYITIDHNLIIKQARLSDTANYTCVAKNIVAKRKSTTATVIVYVNGGWSTWTEWSVCNSRCGRGYQKRTRTCTNPAPLNGGAFCE....